From a dataset of CYP1A2 inhibition data for predicting drug metabolism from PubChem BioAssay. Regression/Classification. Given a drug SMILES string, predict its absorption, distribution, metabolism, or excretion properties. Task type varies by dataset: regression for continuous measurements (e.g., permeability, clearance, half-life) or binary classification for categorical outcomes (e.g., BBB penetration, CYP inhibition). Dataset: cyp1a2_veith. (1) The molecule is COc1ccc(C)cc1NC(=O)CCC(=O)Nc1nnc(C(F)(F)F)s1. The result is 0 (non-inhibitor). (2) The molecule is CCc1cccc2c(-c3ccccc3)c3c(nc12)OCC3. The result is 1 (inhibitor). (3) The molecule is C=CCOc1ccc(CNC(C)(C)CO)cc1OC.Cl. The result is 0 (non-inhibitor). (4) The molecule is NC(=O)c1nnn(Cc2cc(Cl)c(C(=O)c3ccc(Cl)cc3)c(Cl)c2)c1N. The result is 0 (non-inhibitor).